From a dataset of Reaction yield outcomes from USPTO patents with 853,638 reactions. Predict the reaction yield, written as a fraction of the theoretical maximum amount of product (1.0 means a 100% yield; for example, 0.34 means a 34% yield). (1) The reactants are [CH3:1][N:2]([CH3:7])[CH2:3][C:4]([OH:6])=O.[Cl:8][C:9]1[CH:10]=[C:11]([NH:23][C:24]2[C:33]3[C:28](=[CH:29][CH:30]=[CH:31][C:32]=3[O:34][CH2:35][C@H:36]3[CH2:41][CH2:40][CH2:39][CH2:38][N:37]3C(=O)CO)[N:27]=[CH:26][N:25]=2)[CH:12]=[CH:13][C:14]=1[O:15][CH2:16][C:17]1[CH:22]=[CH:21][CH:20]=[CH:19][N:18]=1. The yield is 0.390. No catalyst specified. The product is [Cl:8][C:9]1[CH:10]=[C:11]([NH:23][C:24]2[C:33]3[C:28](=[CH:29][CH:30]=[CH:31][C:32]=3[O:34][CH2:35][C@H:36]3[CH2:41][CH2:40][CH2:39][CH2:38][N:37]3[C:4](=[O:6])[CH2:3][N:2]([CH3:7])[CH3:1])[N:27]=[CH:26][N:25]=2)[CH:12]=[CH:13][C:14]=1[O:15][CH2:16][C:17]1[CH:22]=[CH:21][CH:20]=[CH:19][N:18]=1. (2) The reactants are [CH2:1]1[C:9]2[C:4](=[CH:5][CH:6]=[CH:7][CH:8]=2)[CH:3]=[CH:2]1.[Li:10]CCCC. The catalyst is CCCCCCC. The product is [CH:1]1([Li:10])[C:9]2[C:4](=[CH:5][CH:6]=[CH:7][CH:8]=2)[CH:3]=[CH:2]1. The yield is 0.990. (3) The reactants are C(O)(C(F)(F)F)=O.O1CCCCC1[O:14][NH:15][C:16]([C:18]1[CH:19]=[N:20][C:21]([N:24]2[CH2:27][CH:26]([NH:28][S:29]([C:32]3[CH:41]=[CH:40][C:39]4[C:34](=[CH:35][CH:36]=[CH:37][CH:38]=4)[CH:33]=3)(=[O:31])=[O:30])[CH2:25]2)=[N:22][CH:23]=1)=[O:17]. The catalyst is C(Cl)Cl.CO. The product is [OH:14][NH:15][C:16]([C:18]1[CH:23]=[N:22][C:21]([N:24]2[CH2:27][CH:26]([NH:28][S:29]([C:32]3[CH:41]=[CH:40][C:39]4[C:34](=[CH:35][CH:36]=[CH:37][CH:38]=4)[CH:33]=3)(=[O:31])=[O:30])[CH2:25]2)=[N:20][CH:19]=1)=[O:17]. The yield is 0.500. (4) The reactants are [CH3:1][C:2]1[CH:6]=[C:5]([C:7]2([C:10]([OH:12])=O)[CH2:9][CH2:8]2)[O:4][N:3]=1.Cl.Cl.[NH2:15][C:16]1[CH:17]=[CH:18][C:19]([N:23]2[CH2:28][CH2:27][CH2:26][C@@H:25]([C:29]([N:31]3[CH2:35][CH2:34][CH2:33][CH2:32]3)=[O:30])[CH2:24]2)=[N:20][C:21]=1[NH2:22].C(N(C(C)C)CC)(C)C.CN(C(ON1N=NC2C1=CC=CC=2)=[N+](C)C)C.F[P-](F)(F)(F)(F)F. The catalyst is CN(C)C=O. The product is [NH2:22][C:21]1[C:16]([NH:15][C:10]([C:7]2([C:5]3[O:4][N:3]=[C:2]([CH3:1])[CH:6]=3)[CH2:8][CH2:9]2)=[O:12])=[CH:17][CH:18]=[C:19]([N:23]2[CH2:28][CH2:27][CH2:26][C@@H:25]([C:29]([N:31]3[CH2:35][CH2:34][CH2:33][CH2:32]3)=[O:30])[CH2:24]2)[N:20]=1. The yield is 0.530. (5) The reactants are C([O:5][C:6]([N:8]1[CH2:12][CH2:11][C@H:10]([O:13][C:14]2[CH:15]=[CH:16][C:17]3[O:22][CH2:21][CH2:20][N:19]([C:23]4[CH:24]=[N:25][C:26]([O:32][CH3:33])=[C:27]([CH:29]([F:31])[F:30])[CH:28]=4)[C:18]=3[C:34]=2[CH3:35])[CH2:9]1)=O)(C)(C)C.C(O)(C(F)(F)F)=O.[O:43]=[S:44]1(=[O:53])[CH2:49][CH2:48][CH:47](C(O)=O)[CH2:46][CH2:45]1.CCN(CC)CC.C(Cl)CCl.C1C=CC2N(O)N=NC=2C=1. The catalyst is C(Cl)Cl. The product is [F:31][CH:29]([F:30])[C:27]1[CH:28]=[C:23]([N:19]2[C:18]3[C:34]([CH3:35])=[C:14]([O:13][C@H:10]4[CH2:11][CH2:12][N:8]([C:6]([CH:47]5[CH2:48][CH2:49][S:44](=[O:53])(=[O:43])[CH2:45][CH2:46]5)=[O:5])[CH2:9]4)[CH:15]=[CH:16][C:17]=3[O:22][CH2:21][CH2:20]2)[CH:24]=[N:25][C:26]=1[O:32][CH3:33]. The yield is 0.300. (6) The reactants are [NH2:1][C:2]1[C:7]([C:8]([O:10][CH3:11])=[O:9])=[C:6](Cl)[CH:5]=[C:4](Cl)[N:3]=1.[CH3:14][O-:15].[Na+].[CH3:17][OH:18]. The catalyst is C(O)(=O)C. The product is [NH2:1][C:2]1[C:7]([C:8]([O:10][CH3:11])=[O:9])=[C:6]([O:15][CH3:14])[CH:5]=[C:4]([O:18][CH3:17])[N:3]=1. The yield is 0.864.